This data is from NCI-60 drug combinations with 297,098 pairs across 59 cell lines. The task is: Regression. Given two drug SMILES strings and cell line genomic features, predict the synergy score measuring deviation from expected non-interaction effect. (1) Drug 1: COC1=C2C(=CC3=C1OC=C3)C=CC(=O)O2. Drug 2: C1C(C(OC1N2C=NC3=C2NC=NCC3O)CO)O. Cell line: SF-268. Synergy scores: CSS=-10.4, Synergy_ZIP=7.87, Synergy_Bliss=8.27, Synergy_Loewe=-8.39, Synergy_HSA=-6.25. (2) Drug 1: CN1CCC(CC1)COC2=C(C=C3C(=C2)N=CN=C3NC4=C(C=C(C=C4)Br)F)OC. Drug 2: CC1=C(C(=CC=C1)Cl)NC(=O)C2=CN=C(S2)NC3=CC(=NC(=N3)C)N4CCN(CC4)CCO. Cell line: CCRF-CEM. Synergy scores: CSS=0.862, Synergy_ZIP=0.271, Synergy_Bliss=-2.48, Synergy_Loewe=-4.46, Synergy_HSA=-4.23.